Dataset: Forward reaction prediction with 1.9M reactions from USPTO patents (1976-2016). Task: Predict the product of the given reaction. Given the reactants Cl[C:2]1[C:3]2[CH:10]=[C:9]([C:11]3[CH:16]=[CH:15][C:14]([O:17][CH2:18][CH2:19][N:20]4[CH2:24][CH2:23][CH2:22][CH2:21]4)=[CH:13][CH:12]=3)[N:8]([CH2:25][O:26][CH2:27][CH2:28][Si:29]([CH3:32])([CH3:31])[CH3:30])[C:4]=2[N:5]=[CH:6][N:7]=1.[CH:33]1([CH2:36][O:37][C:38]2[CH:45]=[CH:44][C:43](B3OC(C)(C)C(C)(C)O3)=[CH:42][C:39]=2[C:40]#[N:41])[CH2:35][CH2:34]1.C([O-])([O-])=O.[Na+].[Na+].C([O-])(=O)C.[K+], predict the reaction product. The product is: [CH:33]1([CH2:36][O:37][C:38]2[CH:45]=[CH:44][C:43]([C:2]3[C:3]4[CH:10]=[C:9]([C:11]5[CH:16]=[CH:15][C:14]([O:17][CH2:18][CH2:19][N:20]6[CH2:21][CH2:22][CH2:23][CH2:24]6)=[CH:13][CH:12]=5)[N:8]([CH2:25][O:26][CH2:27][CH2:28][Si:29]([CH3:32])([CH3:30])[CH3:31])[C:4]=4[N:5]=[CH:6][N:7]=3)=[CH:42][C:39]=2[C:40]#[N:41])[CH2:35][CH2:34]1.